From a dataset of Forward reaction prediction with 1.9M reactions from USPTO patents (1976-2016). Predict the product of the given reaction. Given the reactants CN(C(ON1N=NC2C=CC=NC1=2)=[N+](C)C)C.F[P-](F)(F)(F)(F)F.C(N(CC)C(C)C)(C)C.[CH3:34][N:35]1[C:39]([CH2:40][CH2:41][C:42](O)=O)=[N:38][C:37]([N:45]2[CH2:49][CH2:48][CH2:47][CH2:46]2)=[N:36]1.CC1C=C(C)C=C(C)C=1S([O-])(=O)=O.[NH2:63][N:64]1[C:69](=[NH2+:70])[C:68]([CH3:71])=[CH:67][N:66]=[C:65]1[CH2:72][CH3:73], predict the reaction product. The product is: [CH2:72]([C:65]1[N:64]2[N:63]=[C:42]([CH2:41][CH2:40][C:39]3[N:35]([CH3:34])[N:36]=[C:37]([N:45]4[CH2:49][CH2:48][CH2:47][CH2:46]4)[N:38]=3)[N:70]=[C:69]2[C:68]([CH3:71])=[CH:67][N:66]=1)[CH3:73].